Dataset: Forward reaction prediction with 1.9M reactions from USPTO patents (1976-2016). Task: Predict the product of the given reaction. (1) Given the reactants [CH2:1]([O:8][C:9]1[C:18]2[C:13](=[CH:14][CH:15]=[CH:16][CH:17]=2)[N:12]([CH2:19][CH:20]=O)[C:11](=[O:22])[CH:10]=1)[C:2]1[CH:7]=[CH:6][CH:5]=[CH:4][CH:3]=1.[O:23]1[C:28]2[CH:29]=[CH:30][C:31]([CH2:33][N:34]([CH:42]3[CH2:47][CH2:46][NH:45][CH2:44][CH2:43]3)[C:35](=[O:41])[O:36][C:37]([CH3:40])([CH3:39])[CH3:38])=[CH:32][C:27]=2[O:26][CH2:25][CH2:24]1.C(O[BH-](OC(=O)C)OC(=O)C)(=O)C.[Na+].C(=O)([O-])O.[Na+], predict the reaction product. The product is: [CH2:1]([O:8][C:9]1[C:18]2[C:13](=[CH:14][CH:15]=[CH:16][CH:17]=2)[N:12]([CH2:19][CH2:20][N:45]2[CH2:46][CH2:47][CH:42]([N:34]([CH2:33][C:31]3[CH:30]=[CH:29][C:28]4[O:23][CH2:24][CH2:25][O:26][C:27]=4[CH:32]=3)[C:35](=[O:41])[O:36][C:37]([CH3:39])([CH3:38])[CH3:40])[CH2:43][CH2:44]2)[C:11](=[O:22])[CH:10]=1)[C:2]1[CH:7]=[CH:6][CH:5]=[CH:4][CH:3]=1. (2) Given the reactants [NH2:1][C:2]1[CH:7]=[CH:6][CH:5]=[CH:4][N:3]=1.[CH:8]1([N+:14]#[C-:15])[CH2:13][CH2:12][CH2:11][CH2:10][CH2:9]1.[N:16]1[CH:21]=[CH:20][CH:19]=[CH:18][C:17]=1[CH:22]=O.[C:24]([Cl:27])(=[O:26])[CH3:25], predict the reaction product. The product is: [Cl-:27].[C:24]([N+:1]1[C:22]([C:17]2[CH:18]=[CH:19][CH:20]=[CH:21][N:16]=2)=[C:15]([NH:14][CH:8]2[CH2:13][CH2:12][CH2:11][CH2:10][CH2:9]2)[N:3]2[CH:4]=[CH:5][CH:6]=[CH:7][C:2]=12)(=[O:26])[CH3:25]. (3) Given the reactants [OH:1][CH2:2][CH2:3][CH2:4][CH2:5][CH2:6][NH:7][C:8](=[O:24])[O:9][CH2:10][CH:11]1[C:23]2[CH:22]=[CH:21][CH:20]=[CH:19][C:18]=2[C:17]2[C:12]1=[CH:13][CH:14]=[CH:15][CH:16]=2.O[C:26]1[CH:31]=[CH:30][C:29]([C:32](=[O:34])[CH3:33])=[CH:28][CH:27]=1.C1(P(C2C=CC=CC=2)C2C=CC=CC=2)C=CC=CC=1.CC(OC(/N=N/C(OC(C)C)=O)=O)C, predict the reaction product. The product is: [C:32]([C:29]1[CH:30]=[CH:31][C:26]([O:1][CH2:2][CH2:3][CH2:4][CH2:5][CH2:6][NH:7][C:8](=[O:24])[O:9][CH2:10][CH:11]2[C:12]3[CH:13]=[CH:14][CH:15]=[CH:16][C:17]=3[C:18]3[C:23]2=[CH:22][CH:21]=[CH:20][CH:19]=3)=[CH:27][CH:28]=1)(=[O:34])[CH3:33]. (4) Given the reactants [CH3:1][O:2][C:3]1[CH:25]=[CH:24][C:6]([CH2:7][N:8]2[CH2:13][CH2:12][N:11]([CH2:14][C:15]3[CH:20]=[CH:19][C:18]([N+:21]([O-])=O)=[CH:17][N:16]=3)[CH2:10][CH2:9]2)=[CH:5][CH:4]=1, predict the reaction product. The product is: [CH3:1][O:2][C:3]1[CH:4]=[CH:5][C:6]([CH2:7][N:8]2[CH2:13][CH2:12][N:11]([CH2:14][C:15]3[N:16]=[CH:17][C:18]([NH2:21])=[CH:19][CH:20]=3)[CH2:10][CH2:9]2)=[CH:24][CH:25]=1. (5) Given the reactants [NH2:1][C:2]1[CH:6]=[CH:5][S:4][C:3]=1C(OC)=O.[OH-].[Na+].Cl.[C:14]([OH:19])(=[O:18])[C:15]([OH:17])=[O:16], predict the reaction product. The product is: [C:14]([OH:19])(=[O:18])[C:15]([OH:17])=[O:16].[NH2:1][C:2]1[CH:6]=[CH:5][S:4][CH:3]=1. (6) Given the reactants [Cl:1][C:2]1[CH:7]=[C:6]([F:8])[C:5]([N:9]2[C:14](=[O:15])[CH:13]=[C:12]([C:16]([F:19])([F:18])[F:17])[N:11]([CH3:20])[C:10]2=[O:21])=[CH:4][C:3]=1[N:22]=[C:23]=[S:24].Cl.[NH2:26][CH2:27][CH2:28][C:29]([O:31][CH3:32])=[O:30].C(N(CC)CC)C.O, predict the reaction product. The product is: [Cl:1][C:2]1[CH:7]=[C:6]([F:8])[C:5]([N:9]2[C:14](=[O:15])[CH:13]=[C:12]([C:16]([F:17])([F:18])[F:19])[N:11]([CH3:20])[C:10]2=[O:21])=[CH:4][C:3]=1[NH:22][C:23]([NH:26][CH2:27][CH2:28][C:29]([O:31][CH3:32])=[O:30])=[S:24]. (7) Given the reactants [CH3:1][C:2]1[N:7]=[C:6]([N:8]2[CH2:13][CH2:12][C:11](=[CH:14][C:15]#[CH:16])[CH2:10][CH2:9]2)[C:5]([N+:17]([O-:19])=[O:18])=[CH:4][CH:3]=1.C[Si](C)(C)[C:22]#[C:23][CH:24]=[C:25]1[CH2:30][CH2:29][NH:28][CH2:27][CH2:26]1.CC(NC1C=CC=C(Br)C=1)=[O:35].O.[F-].C([N+](CCCC)(CCCC)CCCC)CCC, predict the reaction product. The product is: [CH3:1][C:2]1[N:7]=[C:6]([N:8]2[CH2:13][CH2:12][C:11](=[CH:14][C:15]#[C:16][C:27]3[CH:26]=[C:25]([CH2:30][C:29]([NH2:28])=[O:35])[CH:24]=[CH:23][CH:22]=3)[CH2:10][CH2:9]2)[C:5]([N+:17]([O-:19])=[O:18])=[CH:4][CH:3]=1. (8) Given the reactants [Cl:1][C:2]1[CH:7]=[CH:6][CH:5]=[C:4]([C:8](OO)=O)[CH:3]=1.Cl.ClC1C=C2C(=CC=1)C=C(S[C:25]([CH3:46])([CH3:45])[CH2:26][C:27]([N:29]1[CH2:34][CH2:33][CH:32]([N:35]3[CH2:39][C:38]4=[CH:40][N:41]=[C:42]([CH3:43])[N:37]4[C:36]3=[O:44])[CH2:31][CH2:30]1)=[O:28])C=C2.[S:47]([O-:51])([O-])(=[O:49])=S.[Na+].[Na+].C(O[CH2:58][CH3:59])(=O)C.[CH3:60]O, predict the reaction product. The product is: [Cl:1][C:2]1[CH:3]=[C:4]2[C:5](=[CH:6][CH:7]=1)[CH:59]=[C:58]([S:47]([C:25]([CH3:46])([CH3:45])[CH2:26][C:27]([N:29]1[CH2:34][CH2:33][CH:32]([N:35]3[CH2:39][C:38]4=[CH:40][N:41]=[C:42]([CH3:43])[N:37]4[C:36]3=[O:44])[CH2:31][CH2:30]1)=[O:28])(=[O:51])=[O:49])[CH:60]=[CH:8]2. (9) Given the reactants I[C:2]1[CH:12]=[CH:11][C:5]([C:6]([O:8][CH2:9][CH3:10])=[O:7])=[CH:4][CH:3]=1.[C:13]([OH:18])(=[O:17])[CH2:14][CH:15]=[CH2:16].CC1C=CC=CC=1P(C1C=CC=CC=1C)C1C=CC=CC=1C.Cl, predict the reaction product. The product is: [C:13]([CH2:14]/[CH:15]=[CH:16]/[C:2]1[CH:12]=[CH:11][C:5]([C:6]([O:8][CH2:9][CH3:10])=[O:7])=[CH:4][CH:3]=1)([OH:18])=[O:17].